Dataset: Reaction yield outcomes from USPTO patents with 853,638 reactions. Task: Predict the reaction yield, written as a fraction of the theoretical maximum amount of product (1.0 means a 100% yield; for example, 0.34 means a 34% yield). (1) The reactants are [NH2:1][C:2]1[CH:3]=[C:4]2[C:20](=[O:21])[NH:19][N:18]=[CH:17][C:6]3=[C:7]([C:11]4[CH:16]=[CH:15][CH:14]=[CH:13][CH:12]=4)[NH:8][C:9]([CH:10]=1)=[C:5]23.[Cl:22][C:23]1[CH:24]=[C:25]([CH2:29][C:30](O)=[O:31])[CH:26]=[CH:27][CH:28]=1.C(N(CC)CC)C.F[P-](F)(F)(F)(F)F.N1(OC(N(C)C)=[N+](C)C)C2N=CC=CC=2N=N1. The catalyst is CN(C)C=O.CO.CCCCCC.C(OCC)(=O)C. The product is [Cl:22][C:23]1[CH:24]=[C:25]([CH2:29][C:30]([NH:1][C:2]2[CH:3]=[C:4]3[C:20](=[O:21])[NH:19][N:18]=[CH:17][C:6]4=[C:7]([C:11]5[CH:12]=[CH:13][CH:14]=[CH:15][CH:16]=5)[NH:8][C:9]([CH:10]=2)=[C:5]34)=[O:31])[CH:26]=[CH:27][CH:28]=1. The yield is 0.140. (2) The reactants are [CH3:1][O:2][C:3]1[CH:8]=[CH:7][C:6]([C:9]2[S:10][CH:11]=[C:12]([CH2:14]O)[N:13]=2)=[CH:5][CH:4]=1.P(Br)(Br)[Br:17].O. The catalyst is C1(C)C=CC=CC=1. The product is [Br:17][CH2:14][C:12]1[N:13]=[C:9]([C:6]2[CH:7]=[CH:8][C:3]([O:2][CH3:1])=[CH:4][CH:5]=2)[S:10][CH:11]=1. The yield is 0.840. (3) The reactants are C([O:8][C:9]1[CH:14]=[CH:13][C:12]([N+:15]([O-])=O)=[C:11]([CH3:18])[C:10]=1[F:19])C1C=CC=CC=1.[CH3:20]OC(OC)N(C)C. The catalyst is [Pd]. The product is [F:19][C:10]1[C:9]([OH:8])=[CH:14][CH:13]=[C:12]2[C:11]=1[CH:18]=[CH:20][NH:15]2. The yield is 0.520. (4) The reactants are [Br:1][C:2]1[CH:9]=[CH:8][C:5]([CH2:6]Br)=[CH:4][CH:3]=1.C(N(CC)CC)C.[NH:17]1[CH2:22][CH2:21][S:20][CH2:19][CH2:18]1. The catalyst is C1COCC1. The product is [Br:1][C:2]1[CH:9]=[CH:8][C:5]([CH2:6][N:17]2[CH2:22][CH2:21][S:20][CH2:19][CH2:18]2)=[CH:4][CH:3]=1. The yield is 1.00. (5) The yield is 0.310. No catalyst specified. The product is [C:22]([C:25]1[CH:32]=[CH:31][C:28]([C:29]#[N:30])=[C:27]([O:21][C:18]2[CH:17]=[CH:16][C:15]([N:13]3[CH2:14][CH:11]([O:10][CH2:9][CH2:8][O:7][CH:2]4[CH2:3][CH2:4][CH2:5][CH2:6][O:1]4)[CH2:12]3)=[CH:20][CH:19]=2)[CH:26]=1)(=[O:24])[CH3:23]. The reactants are [O:1]1[CH2:6][CH2:5][CH2:4][CH2:3][CH:2]1[O:7][CH2:8][CH2:9][O:10][CH:11]1[CH2:14][N:13]([C:15]2[CH:20]=[CH:19][C:18]([OH:21])=[CH:17][CH:16]=2)[CH2:12]1.[C:22]([C:25]1[CH:32]=[CH:31][C:28]([C:29]#[N:30])=[C:27](F)[CH:26]=1)(=[O:24])[CH3:23]. (6) The reactants are [C-:1]#[N:2].[Na+].[F:4][C:5]([F:11])([F:10])[CH2:6][CH2:7][CH:8]=O.[C:12](=[O:15])([O-])[O-].[NH4+:16].[NH4+].[OH2:18]. No catalyst specified. The product is [F:4][C:5]([F:11])([F:10])[CH2:6][CH2:7][CH:8]1[NH:16][C:1](=[O:18])[NH:2][C:12]1=[O:15]. The yield is 0.697. (7) The product is [NH2:7][C:10]1[CH:11]=[C:12]([C:17]2[CH:23]=[CH:22][C:20]([NH2:21])=[C:19]([NH2:24])[CH:18]=2)[CH:13]=[CH:14][C:15]=1[NH2:16]. The reactants are O.O.Cl[Sn]Cl.Cl.[N+:7]([C:10]1[CH:11]=[C:12]([C:17]2[CH:23]=[CH:22][C:20]([NH2:21])=[C:19]([N+:24]([O-])=O)[CH:18]=2)[CH:13]=[CH:14][C:15]=1[NH2:16])([O-])=O. No catalyst specified. The yield is 0.740. (8) The product is [Cl:1][C:2]1[CH:3]=[C:4]([Cl:23])[C:5]2[N:6]([C:8]([CH2:19][C:20]([N:24]([C:31]3[N:35]=[N:44][C:43]([Cl:48])=[CH:33][CH:32]=3)[CH3:26])=[O:21])=[C:9]([C:11]3[CH:12]=[CH:13][C:14]([O:17][CH3:18])=[CH:15][CH:16]=3)[N:10]=2)[CH:7]=1. The reactants are [Cl:1][C:2]1[CH:3]=[C:4]([Cl:23])[C:5]2[N:6]([C:8]([CH2:19][C:20](O)=[O:21])=[C:9]([C:11]3[CH:16]=[CH:15][C:14]([O:17][CH3:18])=[CH:13][CH:12]=3)[N:10]=2)[CH:7]=1.[C:24]([C:31]1[NH:32][CH:33]=C[N:35]=1)([C:26]1NC=CN=1)=O.CN(C=O)C.NC1[C:43]([Cl:48])=[N:44]C=CC=1. The catalyst is O. The yield is 0.630. (9) The reactants are [BH4-].[Na+].[CH3:3][C:4]1[CH:9]=[C:8]([N+:10]([O-])=O)[C:7]([O:13][CH3:14])=[CH:6][C:5]=1[N:15]1[CH2:20][CH2:19][CH:18]([N:21]2[CH2:26][CH2:25][N:24]([S:27]([CH3:30])(=[O:29])=[O:28])[CH2:23][CH2:22]2)[CH2:17][CH2:16]1. The catalyst is C1COCC1.CO.O.O.O.O.O.O.[Ni](Cl)Cl. The product is [CH3:3][C:4]1[C:5]([N:15]2[CH2:20][CH2:19][CH:18]([N:21]3[CH2:22][CH2:23][N:24]([S:27]([CH3:30])(=[O:28])=[O:29])[CH2:25][CH2:26]3)[CH2:17][CH2:16]2)=[CH:6][C:7]([O:13][CH3:14])=[C:8]([CH:9]=1)[NH2:10]. The yield is 0.570. (10) The reactants are Cl.[C:2]([C:6]1[CH:10]=[C:9]([NH2:11])[N:8]([CH2:12][CH:13]2[CH2:15][CH2:14]2)[N:7]=1)([CH3:5])([CH3:4])[CH3:3].N1C=CC=CC=1.[F:22][C:23]([F:34])([F:33])[C:24](O[C:24](=[O:25])[C:23]([F:34])([F:33])[F:22])=[O:25].O. The catalyst is C(Cl)Cl. The product is [C:2]([C:6]1[CH:10]=[C:9]([NH:11][C:24](=[O:25])[C:23]([F:34])([F:33])[F:22])[N:8]([CH2:12][CH:13]2[CH2:14][CH2:15]2)[N:7]=1)([CH3:5])([CH3:3])[CH3:4]. The yield is 0.880.